This data is from Peptide-MHC class II binding affinity with 134,281 pairs from IEDB. The task is: Regression. Given a peptide amino acid sequence and an MHC pseudo amino acid sequence, predict their binding affinity value. This is MHC class II binding data. (1) The peptide sequence is YDLFLANVSTVLTGK. The MHC is DRB1_0701 with pseudo-sequence DRB1_0701. The binding affinity (normalized) is 0.671. (2) The peptide sequence is IWYMWLGARYLEFEAHHHHHH. The MHC is DRB1_0801 with pseudo-sequence DRB1_0801. The binding affinity (normalized) is 0.267. (3) The peptide sequence is LDGNLLSSNDLAKYK. The MHC is DRB1_0301 with pseudo-sequence DRB1_0301. The binding affinity (normalized) is 0.431. (4) The peptide sequence is PLVWHLERAETAATA. The MHC is DRB1_1201 with pseudo-sequence DRB1_1201. The binding affinity (normalized) is 0.151. (5) The peptide sequence is QENWNTSIKTLKFDA. The MHC is DRB1_0701 with pseudo-sequence DRB1_0701. The binding affinity (normalized) is 0.597. (6) The MHC is DRB1_1101 with pseudo-sequence DRB1_1101. The binding affinity (normalized) is 0.166. The peptide sequence is RIVVPCREQDELIGR. (7) The binding affinity (normalized) is 0.0144. The peptide sequence is ARRRRASEAPPTSHR. The MHC is HLA-DPA10103-DPB10401 with pseudo-sequence HLA-DPA10103-DPB10401.